From a dataset of CYP2C19 inhibition data for predicting drug metabolism from PubChem BioAssay. Regression/Classification. Given a drug SMILES string, predict its absorption, distribution, metabolism, or excretion properties. Task type varies by dataset: regression for continuous measurements (e.g., permeability, clearance, half-life) or binary classification for categorical outcomes (e.g., BBB penetration, CYP inhibition). Dataset: cyp2c19_veith. (1) The result is 0 (non-inhibitor). The molecule is O=C1[C@H]2CC[C@@H]3/C(=N\OC[C@@H](O)COCc4ccco4)C[C@@H](O)[C@@H](O)[C@@H]3[C@@H]2C(=O)N1C[C@@H]1CCCO1. (2) The drug is Nc1cc(-c2ccncc2)c[nH]c1=O. The result is 1 (inhibitor). (3) The molecule is Cc1cc(N)n2ncc(-c3ccc(Cl)cc3)c2n1. The result is 1 (inhibitor).